Dataset: Peptide-MHC class I binding affinity with 185,985 pairs from IEDB/IMGT. Task: Regression. Given a peptide amino acid sequence and an MHC pseudo amino acid sequence, predict their binding affinity value. This is MHC class I binding data. (1) The binding affinity (normalized) is 0. The peptide sequence is TIEDDKIVT. The MHC is HLA-A02:06 with pseudo-sequence HLA-A02:06. (2) The peptide sequence is NQSKFFRVL. The MHC is Mamu-B1001 with pseudo-sequence Mamu-B1001. The binding affinity (normalized) is 1.00. (3) The peptide sequence is ARLKIRGSL. The MHC is HLA-A03:01 with pseudo-sequence HLA-A03:01. The binding affinity (normalized) is 0. (4) The peptide sequence is DIVNTTYDFL. The MHC is HLA-A68:02 with pseudo-sequence HLA-A68:02. The binding affinity (normalized) is 0.345. (5) The binding affinity (normalized) is 0.123. The peptide sequence is AQEDEEHYL. The MHC is Mamu-A2601 with pseudo-sequence Mamu-A2601. (6) The peptide sequence is RINEEKHEK. The MHC is HLA-A11:01 with pseudo-sequence HLA-A11:01. The binding affinity (normalized) is 0.659.